From a dataset of Full USPTO retrosynthesis dataset with 1.9M reactions from patents (1976-2016). Predict the reactants needed to synthesize the given product. (1) Given the product [N:30]([CH2:6][CH2:7][NH:8][C:9]1[C:13]([C:14]2[N:18]([C:19]3[CH:24]=[CH:23][CH:22]=[C:21]([C:25]([F:28])([F:27])[F:26])[CH:20]=3)[C:17](=[O:29])[O:16][N:15]=2)=[N:12][O:11][N:10]=1)=[N+:31]=[N-:32], predict the reactants needed to synthesize it. The reactants are: CS(O[CH2:6][CH2:7][NH:8][C:9]1[C:13]([C:14]2[N:18]([C:19]3[CH:24]=[CH:23][CH:22]=[C:21]([C:25]([F:28])([F:27])[F:26])[CH:20]=3)[C:17](=[O:29])[O:16][N:15]=2)=[N:12][O:11][N:10]=1)(=O)=O.[N-:30]=[N+:31]=[N-:32].[Na+].O. (2) Given the product [C:15]([C:7]1[C:8]([C:11]([F:12])([F:14])[F:13])=[C:9]2[C:4](=[CH:5][CH:6]=1)[N:3]([CH:18]([CH2:23][CH3:24])[C:19]([O:21][CH3:22])=[O:20])[C:2]([CH3:1])=[CH:10]2)#[N:16], predict the reactants needed to synthesize it. The reactants are: [CH3:1][C:2]1[NH:3][C:4]2[C:9]([CH:10]=1)=[C:8]([C:11]([F:14])([F:13])[F:12])[C:7]([C:15]#[N:16])=[CH:6][CH:5]=2.Br[CH:18]([CH2:23][CH3:24])[C:19]([O:21][CH3:22])=[O:20]. (3) Given the product [CH3:10][C:5]1([OH:8])[CH2:6][CH2:7][C:2]([CH3:9])([CH3:1])[CH:3]=[CH:4]1, predict the reactants needed to synthesize it. The reactants are: [CH3:1][C:2]1([CH3:9])[CH2:7][CH2:6][C:5](=[O:8])[CH:4]=[CH:3]1.[CH3:10][Li]. (4) The reactants are: C[O:2][C:3]([C:5]1[CH:13]=[CH:12][C:11]2[N:10]([CH2:14][CH:15]([OH:22])[C:16]3[CH:21]=[CH:20][N:19]=[CH:18][CH:17]=3)[C:9]3[CH2:23][CH2:24][N:25]([CH3:27])[CH2:26][C:8]=3[C:7]=2[CH:6]=1)=O.[H-].[H-].[H-].[H-].[Li+].[Al+3]. Given the product [OH:2][CH2:3][C:5]1[CH:13]=[CH:12][C:11]2[N:10]([CH2:14][CH:15]([C:16]3[CH:21]=[CH:20][N:19]=[CH:18][CH:17]=3)[OH:22])[C:9]3[CH2:23][CH2:24][N:25]([CH3:27])[CH2:26][C:8]=3[C:7]=2[CH:6]=1, predict the reactants needed to synthesize it.